Dataset: Forward reaction prediction with 1.9M reactions from USPTO patents (1976-2016). Task: Predict the product of the given reaction. (1) Given the reactants [Cl:1][CH:2]([CH3:7])[CH2:3][N:4]=[C:5]=[O:6].[Cl:8][C:9]1[CH:10]=[C:11]([CH2:15][CH:16]([NH2:23])[C:17]2[CH:22]=[CH:21][CH:20]=[CH:19][CH:18]=2)[CH:12]=[CH:13][CH:14]=1, predict the reaction product. The product is: [Cl:8][C:9]1[CH:10]=[C:11]([CH2:15][CH:16]([NH:23][C:5]([NH:4][CH2:3][CH:2]([Cl:1])[CH3:7])=[O:6])[C:17]2[CH:18]=[CH:19][CH:20]=[CH:21][CH:22]=2)[CH:12]=[CH:13][CH:14]=1. (2) Given the reactants [CH3:1][O:2][C:3]1[N:4]=[C:5]2[C:10](=[CH:11][CH:12]=1)[N:9]=[CH:8][CH:7]=[C:6]2[NH:13][C:14]([CH:16]1[CH2:21][CH2:20][NH:19][CH2:18][CH2:17]1)=[O:15].[C:22]([O:25][BH-](O[C:32](=[O:34])[CH3:33])OC(=O)C)(=[O:24])C.[Na+].[CH3:36][OH:37].C(O[CH2:42][CH3:43])(=O)C, predict the reaction product. The product is: [C:22]([OH:25])(=[O:24])[C:36]([OH:2])=[O:37].[CH3:1][O:2][C:3]1[N:4]=[C:5]2[C:10](=[CH:11][CH:12]=1)[N:9]=[CH:8][CH:7]=[C:6]2[NH:13][C:14]([CH:16]1[CH2:21][CH2:20][N:19]([CH2:16][CH2:14][N:13]2[CH2:6][CH2:5][CH2:10][C:11]3[CH:12]=[CH:3][CH:42]=[CH:43][C:33]=3[C:32]2=[O:34])[CH2:18][CH2:17]1)=[O:15]. (3) The product is: [N:1]1([CH2:6][C:7]2[CH:12]=[CH:11][C:10]([CH:13]=[O:14])=[CH:9][CH:8]=2)[CH:5]=[CH:4][N:3]=[CH:2]1. Given the reactants [N:1]1([CH2:6][C:7]2[CH:12]=[CH:11][C:10]([CH2:13][OH:14])=[CH:9][CH:8]=2)[CH:5]=[CH:4][N:3]=[CH:2]1, predict the reaction product. (4) Given the reactants Br[C:2]1[CH:14]=[CH:13][CH:12]=[CH:11][C:3]=1[CH2:4][N:5]1[CH2:10][CH2:9][O:8][CH2:7][CH2:6]1.[F:15][C:16]([F:27])([F:26])[C:17]1[CH:22]=[CH:21][CH:20]=[CH:19][C:18]=1B(O)O.C(=O)([O-])[O-].[Na+].[Na+].[C:34]1(C)[CH:39]=[CH:38][CH:37]=[CH:36][CH:35]=1, predict the reaction product. The product is: [C:34]1([CH:7]2[O:8][CH2:9][CH2:10][N:5]([CH2:4][C:3]3[CH:11]=[CH:12][CH:13]=[CH:14][C:2]=3[C:18]3[CH:19]=[CH:20][CH:21]=[CH:22][C:17]=3[C:16]([F:27])([F:26])[F:15])[CH2:6]2)[CH:39]=[CH:38][CH:37]=[CH:36][CH:35]=1. (5) Given the reactants [N:1]1[C:5]2[CH:6]=[CH:7][CH:8]=[CH:9][C:4]=2[NH:3][CH:2]=1.[H-].[Na+].Cl[C:13]1[N:18]=[C:17]([O:19][CH3:20])[CH:16]=[CH:15][N:14]=1, predict the reaction product. The product is: [CH3:20][O:19][C:17]1[CH:16]=[CH:15][N:14]=[C:13]([N:1]2[C:5]3[CH:6]=[CH:7][CH:8]=[CH:9][C:4]=3[N:3]=[CH:2]2)[N:18]=1. (6) Given the reactants [Cl:1][C:2]1[C:11]2[C:6](=[CH:7][CH:8]=[C:9]([CH3:12])[CH:10]=2)[N:5]=[C:4]([N:13]2[CH2:19][C:18]3[CH:20]=[CH:21][CH:22]=[CH:23][C:17]=3[S:16](=[O:25])(=[O:24])[CH2:15][CH2:14]2)[CH:3]=1.[F:26][C:27]([F:33])([F:32])[S:28]([NH2:31])(=[O:30])=[O:29], predict the reaction product. The product is: [ClH:1].[O:24]=[S:16]1(=[O:25])[C:17]2[CH:23]=[CH:22][CH:21]=[CH:20][C:18]=2[CH2:19][N:13]([C:4]2[CH:3]=[C:2]([NH:31][S:28]([C:27]([F:33])([F:32])[F:26])(=[O:30])=[O:29])[C:11]3[C:6](=[CH:7][CH:8]=[C:9]([CH3:12])[CH:10]=3)[N:5]=2)[CH2:14][CH2:15]1.